Dataset: Full USPTO retrosynthesis dataset with 1.9M reactions from patents (1976-2016). Task: Predict the reactants needed to synthesize the given product. (1) Given the product [Cl:11][C:8]1[CH:9]=[CH:10][C:5]2[N:6]([C:2]([C:16]3[CH:17]=[N:18][C:13]([F:12])=[CH:14][CH:15]=3)=[CH:3][N:4]=2)[N:7]=1, predict the reactants needed to synthesize it. The reactants are: Br[C:2]1[N:6]2[N:7]=[C:8]([Cl:11])[CH:9]=[CH:10][C:5]2=[N:4][CH:3]=1.[F:12][C:13]1[N:18]=[CH:17][C:16](B(O)O)=[CH:15][CH:14]=1.O1CCOCC1.C([O-])([O-])=O.[Na+].[Na+]. (2) Given the product [NH2:34][C:15](=[O:16])[CH:14]([NH:13][C:11](=[O:12])[C:10]1[CH:30]=[CH:31][C:7]([O:6][CH2:5][CH2:4][CH2:3][C:2]([F:33])([F:32])[F:1])=[CH:8][CH:9]=1)[CH2:18][C:19]1[CH:24]=[CH:23][C:22]([O:25][C:26]([F:29])([F:28])[F:27])=[CH:21][CH:20]=1, predict the reactants needed to synthesize it. The reactants are: [F:1][C:2]([F:33])([F:32])[CH2:3][CH2:4][CH2:5][O:6][C:7]1[CH:31]=[CH:30][C:10]([C:11]([NH:13][CH:14]([CH2:18][C:19]2[CH:24]=[CH:23][C:22]([O:25][C:26]([F:29])([F:28])[F:27])=[CH:21][CH:20]=2)[C:15](O)=[O:16])=[O:12])=[CH:9][CH:8]=1.[NH3:34]. (3) Given the product [C:17]([C:21]1[CH:22]=[CH:23][C:24]([CH2:25][N:26]=[C:8]=[S:9])=[CH:27][CH:28]=1)([CH3:20])([CH3:18])[CH3:19], predict the reactants needed to synthesize it. The reactants are: C1C=C(O[C:8](OC2N=CC=CC=2)=[S:9])N=CC=1.[C:17]([C:21]1[CH:28]=[CH:27][C:24]([CH2:25][NH2:26])=[CH:23][CH:22]=1)([CH3:20])([CH3:19])[CH3:18].C(N(CC)CC)C. (4) Given the product [F:24][C:18]1[CH:19]=[C:20]([F:23])[CH:21]=[CH:22][C:17]=1[O:16][C:3]1[CH:4]=[C:5]2[C:9](=[CH:10][C:2]=1[C:27]([OH:29])=[O:28])[N:8]([CH2:11][C:12]([F:15])([CH3:14])[CH3:13])[N:7]=[CH:6]2, predict the reactants needed to synthesize it. The reactants are: Br[C:2]1[CH:10]=[C:9]2[C:5]([CH:6]=[N:7][N:8]2[CH2:11][C:12]([F:15])([CH3:14])[CH3:13])=[CH:4][C:3]=1[O:16][C:17]1[CH:22]=[CH:21][C:20]([F:23])=[CH:19][C:18]=1[F:24].CO.[C:27](=O)([O-:29])[O-:28].[K+].[K+]. (5) Given the product [F:20][C:21]1[CH:26]=[CH:25][CH:24]=[C:23]([F:27])[C:22]=1[N:28]([OH:29])[C:12](=[O:19])[C:13]1[CH:18]=[CH:17][CH:16]=[CH:15][CH:14]=1, predict the reactants needed to synthesize it. The reactants are: C1CCN2C(=NCCC2)CC1.[CH:12](=[O:19])[C:13]1[CH:18]=[CH:17][CH:16]=[CH:15][CH:14]=1.[F:20][C:21]1[CH:26]=[CH:25][CH:24]=[C:23]([F:27])[C:22]=1[N:28]=[O:29]. (6) Given the product [Cl:1][C:2]1[N:7]=[C:6]([C:8]2[CH:9]=[C:10]([CH:21]=[CH:22][CH:23]=2)[CH2:11][N:12]([CH2:13][CH2:14][C:15]2[CH:20]=[CH:19][N:18]=[CH:17][CH:16]=2)[S:25]([CH3:24])(=[O:27])=[O:26])[CH:5]=[CH:4][N:3]=1, predict the reactants needed to synthesize it. The reactants are: [Cl:1][C:2]1[N:7]=[C:6]([C:8]2[CH:9]=[C:10]([CH:21]=[CH:22][CH:23]=2)[CH2:11][NH:12][CH2:13][CH2:14][C:15]2[CH:20]=[CH:19][N:18]=[CH:17][CH:16]=2)[CH:5]=[CH:4][N:3]=1.[CH3:24][S:25](Cl)(=[O:27])=[O:26]. (7) The reactants are: [Cl:1][C:2]1[CH:10]=[CH:9][C:8]2[CH2:11][CH2:12][N:13]([CH3:16])[CH2:14][CH2:15][N:6]3[C:7]=2[C:3]=1[C:4]1[CH2:19][CH2:18][CH2:17][C:5]=13.C([BH3-])#N.[Na+]. Given the product [Cl:1][C:2]1[CH:10]=[CH:9][C:8]2[CH2:11][CH2:12][N:13]([CH3:16])[CH2:14][CH2:15][N:6]3[C:7]=2[C:3]=1[CH:4]1[CH2:19][CH2:18][CH2:17][CH:5]13, predict the reactants needed to synthesize it.